From a dataset of Forward reaction prediction with 1.9M reactions from USPTO patents (1976-2016). Predict the product of the given reaction. Given the reactants [CH2:1]([N:4]1[CH2:9][CH2:8][N:7](C(OC(C)(C)C)=O)[CH2:6][C:5]1=[O:17])[CH:2]=[CH2:3].Cl, predict the reaction product. The product is: [CH2:1]([N:4]1[CH2:9][CH2:8][NH:7][CH2:6][C:5]1=[O:17])[CH:2]=[CH2:3].